This data is from Forward reaction prediction with 1.9M reactions from USPTO patents (1976-2016). The task is: Predict the product of the given reaction. (1) Given the reactants [NH2:1][CH2:2][C:3]1[C:8]([CH2:9][N:10]([CH3:21])[C@@H:11]2[C:20]3[C:15](=[CH:16][CH:17]=[CH:18][CH:19]=3)[CH2:14][CH2:13][CH2:12]2)=[C:7]([CH3:22])[N:6]=[C:5]([C:23]2[C:28]([CH2:29][CH3:30])=[CH:27][CH:26]=[CH:25][C:24]=2[CH2:31][CH3:32])[N:4]=1.[C:33](OC(=O)C)(=[O:35])[CH3:34], predict the reaction product. The product is: [CH2:29]([C:28]1[CH:27]=[CH:26][CH:25]=[C:24]([CH2:31][CH3:32])[C:23]=1[C:5]1[N:4]=[C:3]([CH2:2][NH:1][C:33](=[O:35])[CH3:34])[C:8]([CH2:9][N:10]([CH3:21])[C@@H:11]2[C:20]3[C:15](=[CH:16][CH:17]=[CH:18][CH:19]=3)[CH2:14][CH2:13][CH2:12]2)=[C:7]([CH3:22])[N:6]=1)[CH3:30]. (2) Given the reactants [C:1]([O:5][C:6]([N:8]1[CH2:13][CH2:12][N:11]([C:14]2[CH:19]=[CH:18][C:17](Br)=[CH:16][CH:15]=2)[CH2:10][CH2:9]1)=[O:7])([CH3:4])([CH3:3])[CH3:2].[Na+].[I-:22].CNCCNC, predict the reaction product. The product is: [C:1]([O:5][C:6]([N:8]1[CH2:13][CH2:12][N:11]([C:14]2[CH:19]=[CH:18][C:17]([I:22])=[CH:16][CH:15]=2)[CH2:10][CH2:9]1)=[O:7])([CH3:4])([CH3:3])[CH3:2]. (3) Given the reactants [S:1]1(=O)[CH2:6][CH2:5][CH2:4][S:3][CH2:2]1.[F:8][C:9]([F:20])([F:19])[C:10]([O:12]C(=O)C(F)(F)F)=[O:11], predict the reaction product. The product is: [F:8][C:9]([F:20])([F:19])[C:10]([O-:12])=[O:11].[S:1]1[CH2:6][CH2:5][CH2:4][S:3][CH+:2]1. (4) Given the reactants [F:1][C:2]1[C:10]2[S:9][C:8](=[N:11][C:12](=[O:23])[C:13]3[CH:18]=[CH:17][CH:16]=[C:15]([C:19]([F:22])([F:21])[F:20])[CH:14]=3)[NH:7][C:6]=2[CH:5]=[CH:4][C:3]=1[CH3:24].Br[CH:26]([CH3:32])[C:27]([O:29]CC)=[O:28].ClC1C=CC2NC(=NC(=O)C3C=CC=C(C(F)(F)F)C=3)SC=2C=1F.BrCC(OCC)=O, predict the reaction product. The product is: [F:1][C:2]1[C:10]2[S:9][C:8](=[N:11][C:12](=[O:23])[C:13]3[CH:18]=[CH:17][CH:16]=[C:15]([C:19]([F:20])([F:21])[F:22])[CH:14]=3)[N:7]([CH:26]([CH3:32])[C:27]([OH:29])=[O:28])[C:6]=2[CH:5]=[CH:4][C:3]=1[CH3:24]. (5) Given the reactants [CH2:1]([O:3][C:4]1[CH:12]=[C:11]2[C:7]([CH:8]=[N:9][NH:10]2)=[CH:6][C:5]=1[NH:13][C:14]1[C:15]2[C:22]3[CH2:23][CH2:24][CH:25]([C:27](O)=[O:28])[CH2:26][C:21]=3[S:20][C:16]=2[N:17]=[CH:18][N:19]=1)[CH3:2].[NH:30]1[CH2:33][CH2:32][CH2:31]1, predict the reaction product. The product is: [N:30]1([C:27]([CH:25]2[CH2:24][CH2:23][C:22]3[C:15]4[C:14]([NH:13][C:5]5[CH:6]=[C:7]6[C:11](=[CH:12][C:4]=5[O:3][CH2:1][CH3:2])[NH:10][N:9]=[CH:8]6)=[N:19][CH:18]=[N:17][C:16]=4[S:20][C:21]=3[CH2:26]2)=[O:28])[CH2:33][CH2:32][CH2:31]1. (6) Given the reactants [NH2:1][C:2]1[S:3][CH:4]=[CH:5][C:6]=1[C:7]([O:9]C)=[O:8].[C:11](Cl)(=[O:16])[CH2:12][CH:13]([CH3:15])[CH3:14], predict the reaction product. The product is: [CH3:14][CH:13]([CH3:15])[CH2:12][C:11]([NH:1][C:2]1[S:3][CH:4]=[CH:5][C:6]=1[C:7]([OH:9])=[O:8])=[O:16].